From a dataset of Full USPTO retrosynthesis dataset with 1.9M reactions from patents (1976-2016). Predict the reactants needed to synthesize the given product. (1) The reactants are: [Cl:1][C:2]1[CH:9]=[C:8]([NH:10][C@H:11]2[CH2:15][C:14](=[O:16])[N:13]([CH3:17])[CH2:12]2)[CH:7]=[CH:6][C:3]=1[C:4]#[N:5].Cl.Cl[C:20]1C=C(N[C@H](CNC)CC(OC)=O)C=C[C:25]=1C#N. Given the product [Cl:1][C:2]1[CH:9]=[C:8]([NH:10][C@H:11]2[CH2:15][C:14](=[O:16])[N:13]([CH2:17][CH:20]=[CH2:25])[CH2:12]2)[CH:7]=[CH:6][C:3]=1[C:4]#[N:5], predict the reactants needed to synthesize it. (2) Given the product [NH2:27][C:24]1[CH:25]=[CH:26][C:21]([C:19]([N:16]2[CH2:17][CH2:18][N:13]([CH2:12][C:11]3[CH:30]=[CH:31][CH:32]=[C:9]([C:3]([OH:8])([C:2]([F:34])([F:33])[F:1])[C:4]([F:5])([F:6])[F:7])[CH:10]=3)[CH2:14][CH2:15]2)=[O:20])=[CH:22][CH:23]=1, predict the reactants needed to synthesize it. The reactants are: [F:1][C:2]([F:34])([F:33])[C:3]([C:9]1[CH:10]=[C:11]([CH:30]=[CH:31][CH:32]=1)[CH2:12][N:13]1[CH2:18][CH2:17][N:16]([C:19]([C:21]2[CH:26]=[CH:25][C:24]([N+:27]([O-])=O)=[CH:23][CH:22]=2)=[O:20])[CH2:15][CH2:14]1)([OH:8])[C:4]([F:7])([F:6])[F:5].Cl. (3) The reactants are: [NH2:1][C@H:2]([CH2:6][C:7]1[CH:12]=[CH:11][C:10]([Br:13])=[CH:9][CH:8]=1)[C:3]([OH:5])=[O:4].[OH-].[Na+].[O:16](C(OC(C)(C)C)=O)[C:17]([O:19][C:20]([CH3:23])([CH3:22])[CH3:21])=O. Given the product [Br:13][C:10]1[CH:9]=[CH:8][C:7]([CH2:6][C@@H:2]([NH:1][C:17]([O:19][C:20]([CH3:23])([CH3:22])[CH3:21])=[O:16])[C:3]([OH:5])=[O:4])=[CH:12][CH:11]=1, predict the reactants needed to synthesize it. (4) The reactants are: F[C:2]1[CH:7]=[C:6]([F:8])[CH:5]=[CH:4][C:3]=1[C:9]1[N:14]=[CH:13][N:12]=[C:11]([NH:15][C:16]2[CH:21]=[CH:20][CH:19]=[C:18]([CH2:22][S:23]([CH3:26])(=[O:25])=[O:24])[CH:17]=2)[N:10]=1.[F:27][C:28]1[CH:35]=[CH:34][CH:33]=[CH:32][C:29]=1[CH2:30][OH:31]. Given the product [F:8][C:6]1[CH:5]=[CH:4][C:3]([C:9]2[N:14]=[CH:13][N:12]=[C:11]([NH:15][C:16]3[CH:21]=[CH:20][CH:19]=[C:18]([CH2:22][S:23]([CH3:26])(=[O:25])=[O:24])[CH:17]=3)[N:10]=2)=[C:2]([O:31][CH2:30][C:29]2[CH:32]=[CH:33][CH:34]=[CH:35][C:28]=2[F:27])[CH:7]=1, predict the reactants needed to synthesize it. (5) Given the product [OH:29][CH:2]([C:4]1[S:5][C:6]([CH3:9])=[CH:7][CH:8]=1)[CH3:3], predict the reactants needed to synthesize it. The reactants are: N[CH:2]([C:4]1[S:5][C:6]([CH3:9])=[CH:7][CH:8]=1)[CH3:3].[H-].[Al+3].[Li+].[H-].[H-].[H-].N(C(C1SC(C)=CC=1)C)=[N+]=[N-].CC[O:29]C(C)=O.